This data is from Catalyst prediction with 721,799 reactions and 888 catalyst types from USPTO. The task is: Predict which catalyst facilitates the given reaction. (1) Reactant: Br[C:2]1[CH:3]=[C:4]([CH:9]=[CH:10][C:11]=1[O:12][CH:13]1[CH2:18][CH2:17][CH2:16][CH2:15][O:14]1)[C:5]([O:7][CH3:8])=[O:6].CO[C:21]1C=CC=[C:25](OC)[C:26]=1[C:27]1C=CC=CC=1P(C1CCCCC1)C1CCCCC1.P([O-])([O-])([O-])=O.[K+].[K+].[K+].CN(C=O)C.O. Product: [CH3:25][C:26]([CH3:27])=[CH:21][C:2]1[CH:3]=[C:4]([CH:9]=[CH:10][C:11]=1[O:12][CH:13]1[CH2:18][CH2:17][CH2:16][CH2:15][O:14]1)[C:5]([O:7][CH3:8])=[O:6]. The catalyst class is: 167. (2) Reactant: [NH2:1][C@@H:2]([CH3:17])[C@@H:3]([C:5]1[CH:6]=[CH:7][C:8]([OH:16])=[C:9]([NH:11][S:12]([CH3:15])(=[O:14])=[O:13])[CH:10]=1)[OH:4].[F:18][C:19]([F:33])([F:32])[C:20]1[CH:21]=[C:22]([CH:25]=[C:26]([C:28]([F:31])([F:30])[F:29])[CH:27]=1)[CH:23]=O. Product: [F:18][C:19]([F:32])([F:33])[C:20]1[CH:21]=[C:22]([CH:25]=[C:26]([C:28]([F:31])([F:29])[F:30])[CH:27]=1)[CH2:23][NH:1][C@@H:2]([CH3:17])[C@@H:3]([C:5]1[CH:6]=[CH:7][C:8]([OH:16])=[C:9]([NH:11][S:12]([CH3:15])(=[O:14])=[O:13])[CH:10]=1)[OH:4]. The catalyst class is: 5. (3) Reactant: [OH:1][NH:2][CH:3]([C@@H:6]([C:8]1[CH:13]=[CH:12][C:11]([NH:14][C:15]2[S:16][CH:17]=[C:18]([C:20]([F:23])([F:22])[F:21])[N:19]=2)=[CH:10][CH:9]=1)[CH3:7])[C:4]#[N:5].Cl.[NH2:25]O.C([O-])(=O)C.[Na+]. Product: [F:22][C:20]([F:23])([F:21])[C:18]1[N:19]=[C:15]([NH:14][C:11]2[CH:10]=[CH:9][C:8]([C@H:6]([C:3]3[C:4]([NH2:25])=[N:5][O:1][N:2]=3)[CH3:7])=[CH:13][CH:12]=2)[S:16][CH:17]=1. The catalyst class is: 14. (4) Reactant: [Si]([O:8][C@H:9]1[C@H:14]([NH:15][C:16](=[O:22])[O:17][C:18]([CH3:21])([CH3:20])[CH3:19])[CH2:13][CH2:12][N:11]([CH2:23][CH2:24][N:25]2[C:34]3[C:29](=[CH:30][CH:31]=[C:32]([O:35][CH3:36])[CH:33]=3)[N:28]=[CH:27][C:26]2=[O:37])[CH2:10]1)(C(C)(C)C)(C)C.[F-].C([N+](CCCC)(CCCC)CCCC)CCC. Product: [OH:8][CH:9]1[CH:14]([NH:15][C:16](=[O:22])[O:17][C:18]([CH3:21])([CH3:20])[CH3:19])[CH2:13][CH2:12][N:11]([CH2:23][CH2:24][N:25]2[C:34]3[C:29](=[CH:30][CH:31]=[C:32]([O:35][CH3:36])[CH:33]=3)[N:28]=[CH:27][C:26]2=[O:37])[CH2:10]1. The catalyst class is: 1. (5) Reactant: [CH:1]1([C:4]([N:6]2[CH2:10][CH2:9][C@@H:8]([CH2:11][NH:12][C:13]3[C:18]([NH2:19])=[CH:17][C:16]([CH3:20])=[CH:15][N:14]=3)[CH2:7]2)=[O:5])[CH2:3][CH2:2]1.[Br:21][C:22]1[CH:29]=[CH:28][C:25]([CH:26]=O)=[CH:24][CH:23]=1.C(O)(=O)C. Product: [Br:21][C:22]1[CH:29]=[CH:28][C:25]([C:26]2[N:12]([CH2:11][C@@H:8]3[CH2:9][CH2:10][N:6]([C:4]([CH:1]4[CH2:3][CH2:2]4)=[O:5])[CH2:7]3)[C:13]3=[N:14][CH:15]=[C:16]([CH3:20])[CH:17]=[C:18]3[N:19]=2)=[CH:24][CH:23]=1. The catalyst class is: 51. (6) Reactant: [Cl:1][C:2]1[CH:27]=[CH:26][C:5]([CH2:6][N:7]2[C:15]3[C:14](=[O:16])[NH:13][C:12](=[O:17])[N:11]([CH3:18])[C:10]=3[N:9]=[C:8]2[S:19]([NH:22][CH:23]([CH3:25])[CH3:24])(=[O:21])=[O:20])=[CH:4][CH:3]=1.Br[CH2:29][CH2:30][CH2:31][O:32][CH:33]1[CH2:38][CH2:37][CH2:36][CH2:35][O:34]1.C(=O)([O-])[O-].[K+].[K+]. Product: [Cl:1][C:2]1[CH:3]=[CH:4][C:5]([CH2:6][N:7]2[C:15]3[C:14](=[O:16])[N:13]([CH2:29][CH2:30][CH2:31][O:32][CH:33]4[CH2:38][CH2:37][CH2:36][CH2:35][O:34]4)[C:12](=[O:17])[N:11]([CH3:18])[C:10]=3[N:9]=[C:8]2[S:19]([NH:22][CH:23]([CH3:24])[CH3:25])(=[O:21])=[O:20])=[CH:26][CH:27]=1. The catalyst class is: 39. (7) Reactant: [N:1]([CH2:4][C:5]1[CH:10]=[C:9]([OH:11])[CH:8]=[CH:7][C:6]=1[S:12]([NH:15][C:16]1[CH:17]=[CH:18][C:19]2[CH2:23][O:22][B:21]([OH:24])[C:20]=2[CH:25]=1)(=[O:14])=[O:13])=[N+]=[N-]. Product: [NH2:1][CH2:4][C:5]1[CH:10]=[C:9]([OH:11])[CH:8]=[CH:7][C:6]=1[S:12]([NH:15][C:16]1[CH:17]=[CH:18][C:19]2[CH2:23][O:22][B:21]([OH:24])[C:20]=2[CH:25]=1)(=[O:13])=[O:14]. The catalyst class is: 19.